Predict the product of the given reaction. From a dataset of Forward reaction prediction with 1.9M reactions from USPTO patents (1976-2016). Given the reactants [Br:1]Br.[C:3]([C:6]1[CH:7]=[C:8]([CH:11]=[CH:12][CH:13]=1)[C:9]#[N:10])(=[O:5])[CH3:4].O, predict the reaction product. The product is: [Br:1][CH2:4][C:3]([C:6]1[CH:7]=[C:8]([CH:11]=[CH:12][CH:13]=1)[C:9]#[N:10])=[O:5].